Predict which catalyst facilitates the given reaction. From a dataset of Catalyst prediction with 721,799 reactions and 888 catalyst types from USPTO. Reactant: [Cl:1][C:2]1[S:6][C:5]([C:7](OC)([O:9]C)[CH3:8])=[N:4][CH:3]=1.FC(F)(F)C(O)=O.O. Product: [Cl:1][C:2]1[S:6][C:5]([C:7](=[O:9])[CH3:8])=[N:4][CH:3]=1. The catalyst class is: 4.